Dataset: Retrosynthesis with 50K atom-mapped reactions and 10 reaction types from USPTO. Task: Predict the reactants needed to synthesize the given product. (1) Given the product CN1CCN(c2cc(-c3ccc4c(c3)CN(C(=O)CC3CCOCC3)CC4)nc(N)n2)CC1, predict the reactants needed to synthesize it. The reactants are: CN1CCN(c2cc(-c3ccc4c(c3)CNCC4)nc(N)n2)CC1.O=C(O)CC1CCOCC1. (2) Given the product Cc1onc(-c2ccncn2)c1COc1ccc(C(=O)NC(C)C)cn1, predict the reactants needed to synthesize it. The reactants are: CC(C)N.Cc1onc(-c2ccncn2)c1COc1ccc(C(=O)O)cn1. (3) Given the product CC1(C)CN(Cc2ccccc2)CCC1c1c(F)cc(F)c2ccoc12, predict the reactants needed to synthesize it. The reactants are: CC1(C)CN(Cc2ccccc2)CCC1(O)c1c(F)cc(F)c2ccoc12. (4) Given the product COc1cc(OS(C)(=O)=O)cc(-c2cccc(C3(c4ccncc4)NC(=S)N(C)C3=O)c2)c1, predict the reactants needed to synthesize it. The reactants are: COc1cc(O)cc(-c2cccc(C3(c4ccncc4)NC(=S)N(C)C3=O)c2)c1.CS(=O)(=O)Cl. (5) Given the product O=C(N[C@@H](Cc1ccc(OCc2ccc(Cl)cc2)cc1)C(=O)O)c1cn2ccc(-c3ccc(Cl)cc3)cc2n1, predict the reactants needed to synthesize it. The reactants are: COC(=O)[C@H](Cc1ccc(OCc2ccc(Cl)cc2)cc1)NC(=O)c1cn2ccc(-c3ccc(Cl)cc3)cc2n1. (6) Given the product COCOc1cc(C(=O)N(C)OC)n(Cc2ccc(C(F)(F)F)cc2Cl)n1, predict the reactants needed to synthesize it. The reactants are: CNOC.COCOc1cc(C(=O)O)n(Cc2ccc(C(F)(F)F)cc2Cl)n1. (7) Given the product N#CCCCc1ccc(N2CC(=O)NS2(=O)=O)c(O)c1, predict the reactants needed to synthesize it. The reactants are: N#CCCCc1ccc(N2CC(=O)NS2(=O)=O)c(OCc2ccccc2)c1.